From a dataset of Catalyst prediction with 721,799 reactions and 888 catalyst types from USPTO. Predict which catalyst facilitates the given reaction. (1) Reactant: [Cl:1][C:2]1[CH:8]=[C:7]([O:9][C:10]2[C:11]3[N:18]([CH:19]([CH3:21])[CH3:20])[CH:17]=[CH:16][C:12]=3[N:13]=[CH:14][N:15]=2)[CH:6]=[CH:5][C:3]=1[NH2:4].C(N(CC)CC)C.[F:29][C:30]([F:41])([F:40])[C:31]1[CH:32]=[C:33]([N:37]=[C:38]=[O:39])[CH:34]=[CH:35][CH:36]=1. Product: [Cl:1][C:2]1[CH:8]=[C:7]([O:9][C:10]2[C:11]3[N:18]([CH:19]([CH3:21])[CH3:20])[CH:17]=[CH:16][C:12]=3[N:13]=[CH:14][N:15]=2)[CH:6]=[CH:5][C:3]=1[NH:4][C:38]([NH:37][C:33]1[CH:34]=[CH:35][CH:36]=[C:31]([C:30]([F:29])([F:40])[F:41])[CH:32]=1)=[O:39]. The catalyst class is: 7. (2) Reactant: [CH3:1][O:2][C:3](=[O:22])[C:4]1[C:9](Cl)=[CH:8][C:7]([CH3:11])=[N:6][C:5]=1[O:12][C:13]1[C:18]([CH3:19])=[CH:17][C:16]([Cl:20])=[CH:15][C:14]=1[CH3:21].[NH2:23][C@@H:24]([CH2:27][CH3:28])[CH2:25][OH:26]. Product: [CH3:1][O:2][C:3](=[O:22])[C:4]1[C:9]([NH:23][CH:24]([CH2:25][OH:26])[CH2:27][CH3:28])=[CH:8][C:7]([CH3:11])=[N:6][C:5]=1[O:12][C:13]1[C:18]([CH3:19])=[CH:17][C:16]([Cl:20])=[CH:15][C:14]=1[CH3:21]. The catalyst class is: 435. (3) Reactant: [Si:1]([O:8][CH2:9][C@@:10]1([CH3:19])[S:16][CH2:15][CH2:14][N:13]=[C:12](SC)[CH2:11]1)([C:4]([CH3:7])([CH3:6])[CH3:5])([CH3:3])[CH3:2].[Cl:20][C:21]1[CH:26]=[CH:25][C:24]([C:27]2([C:30]([NH:32][NH2:33])=O)[CH2:29][CH2:28]2)=[CH:23][CH:22]=1. The catalyst class is: 51. Product: [Si:1]([O:8][CH2:9][C@@:10]1([CH3:19])[S:16][CH2:15][CH2:14][N:13]2[C:30]([C:27]3([C:24]4[CH:23]=[CH:22][C:21]([Cl:20])=[CH:26][CH:25]=4)[CH2:29][CH2:28]3)=[N:32][N:33]=[C:12]2[CH2:11]1)([C:4]([CH3:7])([CH3:6])[CH3:5])([CH3:3])[CH3:2].